Dataset: Forward reaction prediction with 1.9M reactions from USPTO patents (1976-2016). Task: Predict the product of the given reaction. (1) Given the reactants [Cl:1][CH2:2][S:3][C:4]1[CH:9]=[CH:8][C:7]([CH3:10])=[CH:6][CH:5]=1.CO.C1C(=O)N(Br)C(=[O:16])C1, predict the reaction product. The product is: [Cl:1][CH2:2][S:3]([C:4]1[CH:9]=[CH:8][C:7]([CH3:10])=[CH:6][CH:5]=1)=[O:16]. (2) Given the reactants [F:1][C:2]1[CH:7]=[CH:6][CH:5]=[C:4]([CH3:8])[C:3]=1[OH:9].N1C=CN=C1.[Si:15](Cl)([C:18]([CH3:21])([CH3:20])[CH3:19])([CH3:17])[CH3:16].O, predict the reaction product. The product is: [C:18]([Si:15]([O:9][C:3]1[C:4]([CH3:8])=[CH:5][CH:6]=[CH:7][C:2]=1[F:1])([CH3:17])[CH3:16])([CH3:21])([CH3:20])[CH3:19]. (3) Given the reactants [OH:1][CH:2]1[CH2:6][CH2:5][NH:4][CH2:3]1.O.[C:8](O[C:8]([O:10][C:11]([CH3:14])([CH3:13])[CH3:12])=[O:9])([O:10][C:11]([CH3:14])([CH3:13])[CH3:12])=[O:9].[CH3:23]CN(C(C)C)C(C)C, predict the reaction product. The product is: [C:11]([O:10][C:8]([N:4]1[CH2:23][CH2:5][CH2:6][CH:2]([OH:1])[CH2:3]1)=[O:9])([CH3:14])([CH3:13])[CH3:12]. (4) Given the reactants [NH2:1][CH2:2][CH2:3][S:4][C:5]1[C:10]([C:11](OC)=[O:12])=[CH:9][C:8]([O:15][CH3:16])=[N:7][CH:6]=1.C1COCC1.C[O-].[Na+], predict the reaction product. The product is: [CH3:16][O:15][C:8]1[N:7]=[CH:6][C:5]2[S:4][CH2:3][CH2:2][NH:1][C:11](=[O:12])[C:10]=2[CH:9]=1. (5) Given the reactants Cl[C:2]1[CH:7]=[CH:6][C:5]([NH:8][C:9]([NH:11][C:12]2[CH:17]=[C:16]([C:18]3[C:29](=[O:30])[N:28]([CH3:31])[C:21]4[N:22]=[C:23](SC)[N:24]=[CH:25][C:20]=4[CH:19]=3)[CH:15]=[CH:14][C:13]=2[F:32])=[O:10])=[CH:4][C:3]=1[C:33]([F:36])([F:35])[F:34].[NH2:37][CH:38]([CH3:41])[CH2:39][OH:40], predict the reaction product. The product is: [F:32][C:13]1[CH:14]=[CH:15][C:16]([C:18]2[C:29](=[O:30])[N:28]([CH3:31])[C:21]3[N:22]=[C:23]([NH:37][CH:38]([CH3:41])[CH2:39][OH:40])[N:24]=[CH:25][C:20]=3[CH:19]=2)=[CH:17][C:12]=1[NH:11][C:9]([NH:8][C:5]1[CH:6]=[CH:7][CH:2]=[C:3]([C:33]([F:36])([F:35])[F:34])[CH:4]=1)=[O:10]. (6) Given the reactants [Cl-].O[NH3+:3].[C:4](=[O:7])([O-])[OH:5].[Na+].CS(C)=O.[CH2:13]([O:15][C:16]1[N:17]([CH2:34][C:35]2[CH:40]=[CH:39][C:38]([C:41]3[C:42]([C:47]#[N:48])=[CH:43][CH:44]=[CH:45][CH:46]=3)=[CH:37][CH:36]=2)[C:18](=[O:33])[C:19]([C:23]2[CH:28]=[CH:27][C:26]([O:29][CH:30]([CH3:32])[CH3:31])=[CH:25][CH:24]=2)=[C:20]([CH3:22])[N:21]=1)[CH3:14], predict the reaction product. The product is: [CH2:13]([O:15][C:16]1[N:17]([CH2:34][C:35]2[CH:36]=[CH:37][C:38]([C:41]3[CH:46]=[CH:45][CH:44]=[CH:43][C:42]=3[C:47]3[NH:3][C:4](=[O:7])[O:5][N:48]=3)=[CH:39][CH:40]=2)[C:18](=[O:33])[C:19]([C:23]2[CH:24]=[CH:25][C:26]([O:29][CH:30]([CH3:32])[CH3:31])=[CH:27][CH:28]=2)=[C:20]([CH3:22])[N:21]=1)[CH3:14]. (7) Given the reactants [C:1]1([C:7]2[CH:24]=[CH:23][C:10]([CH2:11][N:12]3[CH2:16][C:15]4([CH2:21][CH2:20][CH2:19][CH2:18][CH2:17]4)[O:14][C:13]3=[O:22])=[CH:9][CH:8]=2)[CH2:6][CH2:5][CH2:4][CH2:3][CH:2]=1, predict the reaction product. The product is: [CH:1]1([C:7]2[CH:24]=[CH:23][C:10]([CH2:11][N:12]3[CH2:16][C:15]4([CH2:17][CH2:18][CH2:19][CH2:20][CH2:21]4)[O:14][C:13]3=[O:22])=[CH:9][CH:8]=2)[CH2:6][CH2:5][CH2:4][CH2:3][CH2:2]1. (8) Given the reactants [CH2:1]([O:3][C:4]([C:6]1(Br)[CH2:9][CH2:8][CH2:7]1)=[O:5])[CH3:2].[CH2:11]([O:13][C:14]([N:16]1[CH2:21][CH2:20][N:19]([C:22]([CH:24]([NH:34][C:35]([C:37]2[CH:46]=[C:45]([OH:47])[C:44]3[C:39](=[CH:40][CH:41]=[CH:42][CH:43]=3)[N:38]=2)=[O:36])[CH2:25][CH2:26][C:27]([O:29][C:30]([CH3:33])([CH3:32])[CH3:31])=[O:28])=[O:23])[CH2:18][CH2:17]1)=[O:15])[CH3:12].[C:48](=O)([O-])[O-].[Cs+].[Cs+], predict the reaction product. The product is: [CH2:11]([O:13][C:14]([N:16]1[CH2:17][CH2:18][N:19]([C:22]([CH:24]([NH:34][C:35]([C:37]2[CH:46]=[C:45]([O:47][C:6]3([C:4]([O:3][CH2:1][CH3:2])=[O:5])[CH2:9][CH2:8][CH2:7]3)[C:44]3[C:39](=[CH:40][C:41]([CH3:48])=[CH:42][CH:43]=3)[N:38]=2)=[O:36])[CH2:25][CH2:26][C:27]([O:29][C:30]([CH3:33])([CH3:32])[CH3:31])=[O:28])=[O:23])[CH2:20][CH2:21]1)=[O:15])[CH3:12].